Dataset: Catalyst prediction with 721,799 reactions and 888 catalyst types from USPTO. Task: Predict which catalyst facilitates the given reaction. (1) Reactant: [CH3:1][O:2][C:3]1[N:8]=[C:7]([C:9]([OH:11])=O)[CH:6]=[CH:5][CH:4]=1.CN(C(ON1N=NC2C=CC=NC1=2)=[N+](C)C)C.F[P-](F)(F)(F)(F)F.C(N(C(C)C)CC)(C)C.[CH3:45][C:46]1[N:47]=[C:48]2[C:53]([CH3:54])=[CH:52][C:51]([C:55]3[CH:60]=[CH:59][CH:58]=[CH:57][C:56]=3[C:61]([F:64])([F:63])[F:62])=[N:50][N:49]2[C:65]=1[NH2:66].C([O-])(O)=O.[Na+]. Product: [CH3:45][C:46]1[N:47]=[C:48]2[C:53]([CH3:54])=[CH:52][C:51]([C:55]3[CH:60]=[CH:59][CH:58]=[CH:57][C:56]=3[C:61]([F:64])([F:63])[F:62])=[N:50][N:49]2[C:65]=1[NH:66][C:9](=[O:11])[C:7]1[CH:6]=[CH:5][CH:4]=[C:3]([O:2][CH3:1])[N:8]=1. The catalyst class is: 35. (2) Reactant: [Br-:1].[NH2:2][CH2:3][CH2:4][CH2:5][N+:6]([CH2:9][CH2:10][NH:11][C:12]([C:14]1[C:19]([NH2:20])=[N:18][C:17]([NH2:21])=[C:16]([Cl:22])[N:15]=1)=[O:13])([CH3:8])[CH3:7].[CH2:23]([O:30][C:31]1[CH:36]=[CH:35][C:34]([CH2:37][C:38](O)=[O:39])=[CH:33][CH:32]=1)[C:24]1[CH:29]=[CH:28][CH:27]=[CH:26][CH:25]=1.CN1CCOCC1.C1(N=C=NC2CCCCC2)CCCCC1.ON1C2C=CC=CC=2N=N1. Product: [Br-:1].[CH2:23]([O:30][C:31]1[CH:32]=[CH:33][C:34]([CH2:37][C:38]([NH:2][CH2:3][CH2:4][CH2:5][N+:6]([CH2:9][CH2:10][NH:11][C:12]([C:14]2[C:19]([NH2:20])=[N:18][C:17]([NH2:21])=[C:16]([Cl:22])[N:15]=2)=[O:13])([CH3:7])[CH3:8])=[O:39])=[CH:35][CH:36]=1)[C:24]1[CH:25]=[CH:26][CH:27]=[CH:28][CH:29]=1. The catalyst class is: 3. (3) Reactant: Br[C:2]1[CH:7]=[CH:6][CH:5]=[CH:4][C:3]=1[CH3:8].[CH3:9][C:10]1[CH:15]=[CH:14][CH:13]=[CH:12][C:11]=1B(O)O.[F-].[K+]. Product: [CH3:9][C:10]1[CH:15]=[CH:14][CH:13]=[CH:12][C:11]=1[C:2]1[CH:7]=[CH:6][CH:5]=[CH:4][C:3]=1[CH3:8]. The catalyst class is: 1.